This data is from Full USPTO retrosynthesis dataset with 1.9M reactions from patents (1976-2016). The task is: Predict the reactants needed to synthesize the given product. (1) Given the product [NH2:1][C:2]1[CH:7]=[CH:6][C:5]([O:8][CH:15]2[CH2:14][CH2:17][O:20][C:21]2=[O:22])=[CH:4][CH:3]=1.[C:27]([O:26][C:24](=[O:25])[NH:1][C:2]1[CH:7]=[CH:6][C:5]([OH:8])=[CH:4][CH:3]=1)([CH3:28])([CH3:29])[CH3:30], predict the reactants needed to synthesize it. The reactants are: [NH2:1][C:2]1[CH:7]=[CH:6][C:5]([OH:8])=[CH:4][CH:3]=1.CCN([CH2:14][CH3:15])CC.C[C:17]([O:20][C:21](O[C:24]([O:26][C:27]([CH3:30])([CH3:29])[CH3:28])=[O:25])=[O:22])(C)C. (2) Given the product [Br:16][C:17]1[CH:18]=[C:19]([CH:20]=[CH:21][CH:22]=1)[CH2:23][N:13]1[CH2:14][CH2:15][N:10]([C:4]2[CH:5]=[CH:6][CH:7]=[C:8]([Cl:9])[C:3]=2[Cl:2])[CH2:11][CH2:12]1, predict the reactants needed to synthesize it. The reactants are: Cl.[Cl:2][C:3]1[C:8]([Cl:9])=[CH:7][CH:6]=[CH:5][C:4]=1[N:10]1[CH2:15][CH2:14][NH:13][CH2:12][CH2:11]1.[Br:16][C:17]1[CH:22]=[CH:21][CH:20]=[C:19]([CH2:23]Br)[CH:18]=1.C(N(CC)CC)C. (3) Given the product [CH2:1]([C@@:5]1([CH2:33][CH3:34])[NH:11][C@H:10]([C:12]2[CH:13]=[CH:14][CH:15]=[CH:16][CH:17]=2)[C:9]2[CH:18]=[C:19]([O:29][CH3:30])[C:20]([CH2:22][CH2:23][C:24]([OH:26])=[O:25])=[CH:21][C:8]=2[S:7](=[O:31])(=[O:32])[CH2:6]1)[CH2:2][CH2:3][CH3:4], predict the reactants needed to synthesize it. The reactants are: [CH2:1]([C@@:5]1([CH2:33][CH3:34])[NH:11][C@H:10]([C:12]2[CH:17]=[CH:16][CH:15]=[CH:14][CH:13]=2)[C:9]2[CH:18]=[C:19]([O:29][CH3:30])[C:20]([CH2:22][CH2:23][C:24]([O:26]CC)=[O:25])=[CH:21][C:8]=2[S:7](=[O:32])(=[O:31])[CH2:6]1)[CH2:2][CH2:3][CH3:4].[OH-].[Li+]. (4) The reactants are: [C:1]([OH:20])(=[O:19])[CH2:2][CH2:3][CH2:4][CH2:5][CH2:6][CH2:7][CH2:8][CH:9]=[CH:10][CH2:11][CH2:12][CH2:13][CH2:14][CH2:15][CH2:16][CH2:17][CH3:18].COC(=O)CCCCCCCC=CCCCCCCCC.C1([Se]Br)C=CC=CC=1.[N:50]([O-:52])=[O:51].[Na+].C(N1C2N=CNC=2C(=O)N(C)C1=O)C(C)C.B(F)(F)F. Given the product [CH3:18][CH2:17][CH2:16][CH2:15][CH2:14]/[CH:13]=[CH:12]\[CH2:11]/[C:10](/[N+:50]([O-:52])=[O:51])=[CH:9]\[CH2:8][CH2:7][CH2:6][CH2:5][CH2:4][CH2:3][CH2:2][C:1]([OH:20])=[O:19], predict the reactants needed to synthesize it. (5) Given the product [CH2:1]([N:3]([C:39](=[O:40])[C:38]1[CH:42]=[CH:43][C:35]([OH:34])=[CH:36][CH:37]=1)[C:4]1[CH:9]=[C:8]([O:10][CH3:11])[C:7]([O:12][CH3:13])=[CH:6][C:5]=1[C@@H:14]1[CH2:23][CH2:22][C:21]2[CH:20]=[C:19]([O:24][C:25](=[O:30])[C:26]([CH3:29])([CH3:28])[CH3:27])[CH:18]=[CH:17][C:16]=2[CH2:15]1)[CH3:2], predict the reactants needed to synthesize it. The reactants are: [CH2:1]([NH:3][C:4]1[CH:9]=[C:8]([O:10][CH3:11])[C:7]([O:12][CH3:13])=[CH:6][C:5]=1[C@@H:14]1[CH2:23][CH2:22][C:21]2[CH:20]=[C:19]([O:24][C:25](=[O:30])[C:26]([CH3:29])([CH3:28])[CH3:27])[CH:18]=[CH:17][C:16]=2[CH2:15]1)[CH3:2].C([O:34][C:35]1[CH:43]=[CH:42][C:38]([C:39](O)=[O:40])=[CH:37][CH:36]=1)(=O)C.C(OC1C=CC(C(CCNC2C=C(OC)C(OC)=CC=2[C@@H]2CCC3C=C(OC(=O)C(C)(C)C)C=CC=3C2)=O)=CC=1)(=O)C. (6) Given the product [Cl:34][C:31]1[S:30][C:26]2[N:27]=[CH:28][N:29]=[C:24]([NH:23][C:17]3[CH:18]=[CH:19][C:20]([F:22])=[CH:21][C:16]=3[O:15][CH:14]([CH3:35])[CH2:13][NH:12][C:1](=[O:3])[CH3:2])[C:25]=2[C:32]=1[CH3:33], predict the reactants needed to synthesize it. The reactants are: [C:1](Cl)(=[O:3])[CH3:2].FC(F)(F)C(O)=O.[NH2:12][CH2:13][CH:14]([CH3:35])[O:15][C:16]1[CH:21]=[C:20]([F:22])[CH:19]=[CH:18][C:17]=1[NH:23][C:24]1[C:25]2[C:32]([CH3:33])=[C:31]([Cl:34])[S:30][C:26]=2[N:27]=[CH:28][N:29]=1.C(N(CC)CC)C.